From a dataset of Full USPTO retrosynthesis dataset with 1.9M reactions from patents (1976-2016). Predict the reactants needed to synthesize the given product. (1) The reactants are: [CH3:1]N(C)CCOC1C=CC=C(C)C=1[N+]([O-])=O.[CH3:17][C:18]1[C:19]([N+:32]([O-])=O)=[C:20]([CH:29]=[CH:30][CH:31]=1)[O:21][CH2:22][CH2:23][N:24]1[CH2:28][CH2:27][CH2:26][CH2:25]1.N1C2C(=CC=CC=2OCCN(C)C)C=C1. Given the product [N:24]1([CH2:23][CH2:22][O:21][C:20]2[CH:29]=[CH:30][CH:31]=[C:18]3[C:19]=2[NH:32][CH:1]=[CH:17]3)[CH2:28][CH2:27][CH2:26][CH2:25]1, predict the reactants needed to synthesize it. (2) Given the product [Br:22][C:23]1[CH:24]=[C:25]([CH:28]=[CH:29][CH:30]=1)[CH2:26][O:1][C:2]1[CH:7]=[CH:6][CH:5]=[CH:4][C:3]=1[CH2:8][C:9]([O:11][C:12]([CH3:15])([CH3:14])[CH3:13])=[O:10], predict the reactants needed to synthesize it. The reactants are: [OH:1][C:2]1[CH:7]=[CH:6][CH:5]=[CH:4][C:3]=1[CH2:8][C:9]([O:11][C:12]([CH3:15])([CH3:14])[CH3:13])=[O:10].C([O-])([O-])=O.[K+].[K+].[Br:22][C:23]1[CH:24]=[C:25]([CH:28]=[CH:29][CH:30]=1)[CH2:26]Br. (3) Given the product [C:1]([O:5][C:6]([N:8]1[CH:13]2[CH2:14][CH2:15][CH:9]1[CH:10]=[C:11]([O:16][S:34]([C:37]([F:40])([F:39])[F:38])(=[O:36])=[O:35])[CH2:12]2)=[O:7])([CH3:4])([CH3:2])[CH3:3], predict the reactants needed to synthesize it. The reactants are: [C:1]([O:5][C:6]([N:8]1[CH:13]2[CH2:14][CH2:15][CH:9]1[CH2:10][C:11](=[O:16])[CH2:12]2)=[O:7])([CH3:4])([CH3:3])[CH3:2].[Li+].C[Si]([N-][Si](C)(C)C)(C)C.C1C=CC(N([S:34]([C:37]([F:40])([F:39])[F:38])(=[O:36])=[O:35])[S:34]([C:37]([F:40])([F:39])[F:38])(=[O:36])=[O:35])=CC=1. (4) Given the product [CH3:14][S:15][C:16](=[O:30])[CH2:17][CH2:18][C@H:19]([NH:23][C:24](=[O:29])[CH2:25][CH2:26][CH:27]=[CH2:28])[C:20]([O:22][CH2:2][C:3]#[N:4])=[O:21], predict the reactants needed to synthesize it. The reactants are: Br[CH2:2][C:3]#[N:4].C(N(C(C)C)C(C)C)C.[CH3:14][S:15][C:16](=[O:30])[CH2:17][CH2:18][C@H:19]([NH:23][C:24](=[O:29])[CH2:25][CH2:26][CH:27]=[CH2:28])[C:20]([OH:22])=[O:21].[Cl-].[NH4+].